From a dataset of Reaction yield outcomes from USPTO patents with 853,638 reactions. Predict the reaction yield, written as a fraction of the theoretical maximum amount of product (1.0 means a 100% yield; for example, 0.34 means a 34% yield). (1) The product is [Cl:1][C:2]1[CH:18]=[CH:17][C:5]2[C:6]3[N:7]([N:11]=[C:12]([C:14]4[N:39]([CH:19]([CH3:25])[CH3:20])[N:38]=[CH:35][N:16]=4)[N:13]=3)[CH2:8][CH2:9][O:10][C:4]=2[CH:3]=1. No catalyst specified. The yield is 0.980. The reactants are [Cl:1][C:2]1[CH:18]=[CH:17][C:5]2[C:6]3[N:7]([N:11]=[C:12]([C:14]([NH2:16])=O)[N:13]=3)[CH2:8][CH2:9][O:10][C:4]=2[CH:3]=1.[C:19]1([CH3:25])C=CC=C[CH:20]=1.COC(OC)N(C)C.Cl.[CH:35]([NH:38][NH2:39])(C)C.C(O)(=O)C. (2) The reactants are Br[C:2]1[C:7]2=[N:8][S:9][N:10]=[C:6]2[C:5](Br)=[C:4]([F:12])[C:3]=1[F:13].C([Sn](CCCC)(CCCC)[C:19]1[S:20][CH:21]=[CH:22][CH:23]=1)CCC. The catalyst is C1C=CC([P]([Pd]([P](C2C=CC=CC=2)(C2C=CC=CC=2)C2C=CC=CC=2)([P](C2C=CC=CC=2)(C2C=CC=CC=2)C2C=CC=CC=2)[P](C2C=CC=CC=2)(C2C=CC=CC=2)C2C=CC=CC=2)(C2C=CC=CC=2)C2C=CC=CC=2)=CC=1.C1(C)C=CC=CC=1. The product is [F:13][C:3]1[C:4]([F:12])=[C:5]([C:21]2[S:20][CH:19]=[CH:23][CH:22]=2)[C:6]2[C:7]([C:2]=1[C:19]1[S:20][CH:21]=[CH:22][CH:23]=1)=[N:8][S:9][N:10]=2. The yield is 0.930. (3) The reactants are [F:1][C:2]([F:36])([F:35])[C:3]1[CH:8]=[CH:7][C:6]([S:9]([C:12]2[CH:20]=[CH:19][C:18]3[N:17]([CH3:21])[C:16]4[CH2:22][CH:23]5[NH:27][CH:26]([C:15]=4[C:14]=3[C:13]=2C(OC(C)(C)C)=O)[CH2:25][CH2:24]5)(=[O:11])=[O:10])=[CH:5][CH:4]=1.C(O)(C(F)(F)F)=O. No catalyst specified. The product is [F:36][C:2]([F:1])([F:35])[C:3]1[CH:8]=[CH:7][C:6]([S:9]([C:12]2[CH:13]=[C:14]3[C:18](=[CH:19][CH:20]=2)[N:17]([CH3:21])[C:16]2[CH2:22][CH:23]4[NH:27][CH:26]([C:15]3=2)[CH2:25][CH2:24]4)(=[O:10])=[O:11])=[CH:5][CH:4]=1. The yield is 0.950. (4) The yield is 0.450. The catalyst is O1CCOCC1.CN(C=O)C.[Cu]I. The product is [F:24][C:19]1[CH:18]=[C:17]([N:4]2[C:3](=[O:15])[C:2]([CH3:1])=[C:7]([NH:8][C:9]3[CH:10]=[CH:11][CH:12]=[CH:13][CH:14]=3)[N:6]=[CH:5]2)[CH:22]=[CH:21][C:20]=1[OH:23]. The reactants are [CH3:1][C:2]1[C:3](=[O:15])[NH:4][CH:5]=[N:6][C:7]=1[NH:8][C:9]1[CH:14]=[CH:13][CH:12]=[CH:11][CH:10]=1.Br[C:17]1[CH:22]=[CH:21][C:20]([OH:23])=[C:19]([F:24])[CH:18]=1.CNCCNC.[O-]P([O-])([O-])=O.[K+].[K+].[K+]. (5) The reactants are Cl[CH2:2][C:3]([N:5]1[CH2:10][CH2:9][O:8][C:7]2[CH:11]=[C:12]([N+:15]([O-:17])=[O:16])[CH:13]=[CH:14][C:6]1=2)=[O:4].C([O-])([O-])=O.[K+].[K+].Cl.[CH2:25]([NH2:27])[CH3:26]. The catalyst is C(#N)C. The product is [CH2:25]([NH:27][CH2:2][C:3]([N:5]1[CH2:10][CH2:9][O:8][C:7]2[CH:11]=[C:12]([N+:15]([O-:17])=[O:16])[CH:13]=[CH:14][C:6]1=2)=[O:4])[CH3:26]. The yield is 0.760. (6) The reactants are [F:1][C:2]1[CH:13]=[C:12]([F:14])[CH:11]=[CH:10][C:3]=1[CH2:4][C@H:5]([CH2:8][CH3:9])[CH2:6][OH:7].C(N(CC)CC)C.[CH3:22][S:23](Cl)(=[O:25])=[O:24]. The catalyst is ClCCl. The product is [F:1][C:2]1[CH:13]=[C:12]([F:14])[CH:11]=[CH:10][C:3]=1[CH2:4][C@H:5]([CH2:8][CH3:9])[CH2:6][O:7][S:23]([CH3:22])(=[O:25])=[O:24]. The yield is 0.950. (7) The reactants are [CH:1]1([Mg]Br)[CH2:3][CH2:2]1.[CH3:6][O:7][CH2:8][C:9](=[O:16])[C:10]#[C:11][Si:12]([CH3:15])([CH3:14])[CH3:13].C(OCC)(=O)C. The catalyst is CCOCC. The product is [CH:1]1([C:9]([OH:16])([C:10]#[C:11][Si:12]([CH3:13])([CH3:15])[CH3:14])[CH2:8][O:7][CH3:6])[CH2:3][CH2:2]1. The yield is 0.510. (8) The reactants are C[O:2][C:3]([C:5]1([C:8]2[CH:9]=[C:10]3[C:15](=[CH:16][CH:17]=2)[O:14][CH2:13][CH2:12][CH2:11]3)[CH2:7][CH2:6]1)=[O:4].O[Li].[OH2:20].[CH3:21][OH:22]. The catalyst is O. The product is [OH:20][C:11]1([O:22][CH3:21])[C:10]2[C:15](=[CH:16][CH:17]=[C:8]([C:5]3([C:3]([OH:2])=[O:4])[CH2:7][CH2:6]3)[CH:9]=2)[O:14][CH2:13][CH2:12]1. The yield is 0.760.